Predict the product of the given reaction. From a dataset of Forward reaction prediction with 1.9M reactions from USPTO patents (1976-2016). (1) The product is: [CH2:23]([O:25][CH:26]=[C:16]([C:15](=[O:22])[C:3]1[CH:4]=[C:5]([CH2:8][N:9]2[CH2:14][CH2:13][O:12][CH2:11][CH2:10]2)[CH:6]=[CH:7][C:2]=1[F:1])[C:17]([O:19][CH2:20][CH3:21])=[O:18])[CH3:24]. Given the reactants [F:1][C:2]1[CH:7]=[CH:6][C:5]([CH2:8][N:9]2[CH2:14][CH2:13][O:12][CH2:11][CH2:10]2)=[CH:4][C:3]=1[C:15](=[O:22])[CH2:16][C:17]([O:19][CH2:20][CH3:21])=[O:18].[CH2:23]([O:25][CH:26](OCC)OCC)[CH3:24].C(OC(=O)C)(=O)C, predict the reaction product. (2) Given the reactants C(N(CC)CC)C.[NH2:8][C:9]1[N:17]=[C:16]([CH3:18])[CH:15]=[CH:14][C:10]=1[C:11]([OH:13])=O.[CH3:19][O:20][C:21]1[CH:22]=[C:23]([O:27][C:28]2[CH:29]=[C:30]([CH:33]=[CH:34][CH:35]=2)[CH2:31][NH2:32])[CH:24]=[CH:25][CH:26]=1.CN([P+](ON1N=NC2C=CC=CC1=2)(N(C)C)N(C)C)C.F[P-](F)(F)(F)(F)F, predict the reaction product. The product is: [CH3:19][O:20][C:21]1[CH:22]=[C:23]([O:27][C:28]2[CH:29]=[C:30]([CH2:31][NH:32][C:11](=[O:13])[C:10]3[CH:14]=[CH:15][C:16]([CH3:18])=[N:17][C:9]=3[NH2:8])[CH:33]=[CH:34][CH:35]=2)[CH:24]=[CH:25][CH:26]=1. (3) Given the reactants [CH:1](=O)[C:2]1[CH:7]=[CH:6][CH:5]=[CH:4][CH:3]=1.[NH2:9][C:10]([CH3:15])([CH2:13][OH:14])[CH2:11][OH:12].[BH4-].[Na+].[OH-].[Na+], predict the reaction product. The product is: [CH2:1]([NH:9][C:10]([CH3:15])([CH2:13][OH:14])[CH2:11][OH:12])[C:2]1[CH:7]=[CH:6][CH:5]=[CH:4][CH:3]=1. (4) Given the reactants Cl.[NH:2]([C:4]1[CH:5]=[CH:6][C:7]([O:10][CH3:11])=[N:8][CH:9]=1)[NH2:3].C(N(CC)CC)C.[CH2:19]([O:21][C:22](=[O:35])[C:23](=O)[CH2:24][C:25]([C:27]1[CH:32]=[CH:31][CH:30]=[C:29]([CH3:33])[CH:28]=1)=O)[CH3:20], predict the reaction product. The product is: [CH2:19]([O:21][C:22]([C:23]1[CH:24]=[C:25]([C:27]2[CH:32]=[CH:31][CH:30]=[C:29]([CH3:33])[CH:28]=2)[N:2]([C:4]2[CH:9]=[N:8][C:7]([O:10][CH3:11])=[CH:6][CH:5]=2)[N:3]=1)=[O:35])[CH3:20].